From a dataset of Forward reaction prediction with 1.9M reactions from USPTO patents (1976-2016). Predict the product of the given reaction. (1) The product is: [F:32][C:29]1[CH:30]=[CH:31][C:26]([N:16]2[C:17](=[O:25])[C@H:18]([CH2:19][CH2:20][C:21]([O:23][CH3:24])=[O:22])[C@H:15]2[C:12]2[CH:11]=[CH:10][C:9]([OH:8])=[CH:14][CH:13]=2)=[CH:27][CH:28]=1. Given the reactants C([O:8][C:9]1[CH:14]=[CH:13][C:12]([C@@H:15]2[C@@H:18]([CH2:19][CH2:20][C:21]([O:23][CH3:24])=[O:22])[C:17](=[O:25])[N:16]2[C:26]2[CH:31]=[CH:30][C:29]([F:32])=[CH:28][CH:27]=2)=[CH:11][CH:10]=1)C1C=CC=CC=1.[H][H], predict the reaction product. (2) The product is: [C:1]([O:5][C:6]([N:8]1[CH:21]([C:22](=[O:23])[NH:63][C@H:47]([C:46]([O:45][CH3:44])=[O:64])[CH2:48][C:49]2[CH:50]=[CH:51][C:52]([C:55]3[CH:60]=[CH:59][C:58]([C:61]#[N:62])=[CH:57][CH:56]=3)=[CH:53][CH:54]=2)[CH2:20][C:19]2[CH:18]=[C:17]3[C:12]([O:13][C@@H:14]([C:27]4[CH:32]=[CH:31][C:30]([O:33][CH2:34][C:35]5[CH:40]=[CH:39][C:38]([Cl:41])=[C:37]([Cl:42])[CH:36]=5)=[CH:29][CH:28]=4)[C:15](=[O:26])[N:16]3[CH3:25])=[CH:11][C:10]=2[CH2:9]1)=[O:7])([CH3:3])([CH3:2])[CH3:4]. Given the reactants [C:1]([O:5][C:6]([N:8]1[CH:21]([C:22](O)=[O:23])[CH2:20][C:19]2[CH:18]=[C:17]3[C:12]([O:13][C@@H:14]([C:27]4[CH:32]=[CH:31][C:30]([O:33][CH2:34][C:35]5[CH:40]=[CH:39][C:38]([Cl:41])=[C:37]([Cl:42])[CH:36]=5)=[CH:29][CH:28]=4)[C:15](=[O:26])[N:16]3[CH3:25])=[CH:11][C:10]=2[CH2:9]1)=[O:7])([CH3:4])([CH3:3])[CH3:2].Cl.[CH3:44][O:45][C:46](=[O:64])[C@@H:47]([NH2:63])[CH2:48][C:49]1[CH:54]=[CH:53][C:52]([C:55]2[CH:60]=[CH:59][C:58]([C:61]#[N:62])=[CH:57][CH:56]=2)=[CH:51][CH:50]=1, predict the reaction product. (3) Given the reactants [CH2:1]([N:3]([CH2:17][CH3:18])[CH2:4][CH2:5][CH2:6][NH:7][C:8]([C:10]1[CH:15]=[CH:14][CH:13]=[C:12](Cl)[N:11]=1)=[O:9])[CH3:2].[NH2:19][C:20]1[CH:21]=[C:22]([CH:32]=[CH:33][CH:34]=1)[C:23]([NH:25][C:26]1[CH:31]=[CH:30][N:29]=[CH:28][CH:27]=1)=[O:24].CC(C1C=C(C(C)C)C(C2C=CC=CC=2P(C2CCCCC2)C2CCCCC2)=C(C(C)C)C=1)C.C([O-])([O-])=O.[K+].[K+], predict the reaction product. The product is: [CH2:1]([N:3]([CH2:17][CH3:18])[CH2:4][CH2:5][CH2:6][NH:7][C:8](=[O:9])[C:10]1[CH:15]=[CH:14][CH:13]=[C:12]([NH:19][C:20]2[CH:34]=[CH:33][CH:32]=[C:22]([C:23](=[O:24])[NH:25][C:26]3[CH:31]=[CH:30][N:29]=[CH:28][CH:27]=3)[CH:21]=2)[N:11]=1)[CH3:2]. (4) Given the reactants [CH3:1][O:2][C:3]([C:5]1[C:6](=[O:17])[S:7][C:8]2[C:13]([C:14]=1[OH:15])=[CH:12][C:11](Br)=[CH:10][CH:9]=2)=[O:4].[F:18][C:19]([F:34])([F:33])[C:20]1[CH:21]=[C:22](B(O)O)[CH:23]=[C:24]([C:26]([F:29])([F:28])[F:27])[CH:25]=1, predict the reaction product. The product is: [CH3:1][O:2][C:3]([C:5]1[C:6](=[O:17])[S:7][C:8]2[C:13]([C:14]=1[OH:15])=[CH:12][C:11]([C:22]1[CH:23]=[C:24]([C:26]([F:29])([F:27])[F:28])[CH:25]=[C:20]([C:19]([F:18])([F:34])[F:33])[CH:21]=1)=[CH:10][CH:9]=2)=[O:4]. (5) Given the reactants CC1CC(OCC(O)CO)C(C(C)C)CC1.[C:17]([O:20][CH2:21][CH:22]([O:35]C(=O)C)[CH2:23][O:24][C:25]1([CH3:34])[CH2:30][CH2:29][CH:28]([CH:31]([CH3:33])[CH3:32])[CH2:27][CH2:26]1)(=[O:19])[CH3:18], predict the reaction product. The product is: [C:17]([O:20][CH2:21][CH:22]([OH:35])[CH2:23][O:24][C:25]1([CH3:34])[CH2:30][CH2:29][CH:28]([CH:31]([CH3:32])[CH3:33])[CH2:27][CH2:26]1)(=[O:19])[CH3:18]. (6) The product is: [CH2:1]([O:3][C:4]([C:6]1[N:7]=[C:8]([CH:12]([CH3:13])[CH3:14])[S:9][C:10]=1[NH:11][C:16]1[CH:21]=[CH:20][CH:19]=[CH:18][C:17]=1[N+:22]([O-:24])=[O:23])=[O:5])[CH3:2]. Given the reactants [CH2:1]([O:3][C:4]([C:6]1[N:7]=[C:8]([CH:12]([CH3:14])[CH3:13])[S:9][C:10]=1[NH2:11])=[O:5])[CH3:2].F[C:16]1[CH:21]=[CH:20][CH:19]=[CH:18][C:17]=1[N+:22]([O-:24])=[O:23].[Li+].[OH-].C(O)(C(F)(F)F)=O, predict the reaction product. (7) Given the reactants [H-].[Al+3].[Li+].[H-].[H-].[H-].[F:7][C:8]([F:24])([F:23])[C@:9]([NH:13][C@H:14]([C:17]1[CH:22]=[CH:21][CH:20]=[CH:19][CH:18]=1)[CH2:15][OH:16])([CH3:12])[C:10]#[N:11].O.C([O-])([O-])=O.[K+].[K+], predict the reaction product. The product is: [NH2:11][CH2:10][C@@:9]([NH:13][C@H:14]([C:17]1[CH:18]=[CH:19][CH:20]=[CH:21][CH:22]=1)[CH2:15][OH:16])([CH3:12])[C:8]([F:23])([F:24])[F:7].